From a dataset of Forward reaction prediction with 1.9M reactions from USPTO patents (1976-2016). Predict the product of the given reaction. (1) Given the reactants C([O:8][C:9]1[CH:18]=[CH:17][C:12]([C:13]([O:15][CH3:16])=[O:14])=[C:11]([C:19]([CH3:21])=[CH2:20])[CH:10]=1)C1C=CC=CC=1, predict the reaction product. The product is: [OH:8][C:9]1[CH:18]=[CH:17][C:12]([C:13]([O:15][CH3:16])=[O:14])=[C:11]([CH:19]([CH3:21])[CH3:20])[CH:10]=1. (2) Given the reactants [Br:1][C:2]1[CH:3]=[C:4]([C:8]2[CH:24]=[C:11]3[N:12]=[C:13]([CH3:23])[C:14]([CH2:17][C:18]([O:20][CH2:21][CH3:22])=[O:19])=[C:15](Cl)[N:10]3[N:9]=2)[CH:5]=[CH:6][CH:7]=1.[CH2:25]([O:28][C:29]1([CH3:35])[CH2:34][CH2:33][NH:32][CH2:31][CH2:30]1)[CH:26]=[CH2:27].Cl.CCN(C(C)C)C(C)C, predict the reaction product. The product is: [CH2:25]([O:28][C:29]1([CH3:35])[CH2:30][CH2:31][N:32]([C:15]2[N:10]3[N:9]=[C:8]([C:4]4[CH:5]=[CH:6][CH:7]=[C:2]([Br:1])[CH:3]=4)[CH:24]=[C:11]3[N:12]=[C:13]([CH3:23])[C:14]=2[CH2:17][C:18]([O:20][CH2:21][CH3:22])=[O:19])[CH2:33][CH2:34]1)[CH:26]=[CH2:27]. (3) Given the reactants C([O:3][C:4](=[O:20])[C@@H:5]([O:18][CH3:19])[CH2:6][C:7]1[CH:12]=[CH:11][C:10]([O:13][CH2:14][C:15]([OH:17])=O)=[CH:9][CH:8]=1)C.[N:21]1([C:27]2[CH:32]=[CH:31][C:30]([C:33](=[O:35])[CH3:34])=[CH:29][CH:28]=2)[CH2:26][CH2:25][NH:24][CH2:23][CH2:22]1.C(O[C@@H](CC1C=CC(O[C@@H](C(=O)NCCC2C=CC(OC3C=CC=CC=3)=CC=2)C)=CC=1)C(O)=O)C, predict the reaction product. The product is: [C:33]([C:30]1[CH:29]=[CH:28][C:27]([N:21]2[CH2:22][CH2:23][N:24]([C:15](=[O:17])[CH2:14][O:13][C:10]3[CH:9]=[CH:8][C:7]([CH2:6][C@H:5]([O:18][CH3:19])[C:4]([OH:3])=[O:20])=[CH:12][CH:11]=3)[CH2:25][CH2:26]2)=[CH:32][CH:31]=1)(=[O:35])[CH3:34]. (4) Given the reactants [N:1]([CH2:4][C:5]([NH:7][C:8]1[CH:16]=[CH:15][CH:14]=[C:13]2[C:9]=1[C:10](=[O:27])[N:11]([C:18]1([CH3:26])[CH2:23][CH2:22][C:21](=[O:24])[NH:20][C:19]1=[O:25])[C:12]2=[O:17])=[O:6])=[N+]=[N-].O.[ClH:29], predict the reaction product. The product is: [ClH:29].[NH2:1][CH2:4][C:5]([NH:7][C:8]1[CH:16]=[CH:15][CH:14]=[C:13]2[C:9]=1[C:10](=[O:27])[N:11]([C:18]1([CH3:26])[CH2:23][CH2:22][C:21](=[O:24])[NH:20][C:19]1=[O:25])[C:12]2=[O:17])=[O:6].